Dataset: Catalyst prediction with 721,799 reactions and 888 catalyst types from USPTO. Task: Predict which catalyst facilitates the given reaction. (1) Reactant: [CH2:1]([C:5]1[N:10]=[C:9]([CH3:11])[N:8]([C:12]2[CH:17]=[CH:16][CH:15]=[C:14]([CH:18]([OH:20])[CH3:19])[CH:13]=2)[C:7](=[O:21])[C:6]=1[CH2:22][C:23]1[CH:28]=[CH:27][C:26]([C:29]2[CH:34]=[CH:33][CH:32]=[CH:31][C:30]=2[C:35]2[NH:39][C:38](=[O:40])[O:37][N:36]=2)=[CH:25][CH:24]=1)[CH2:2][CH2:3][CH3:4].CC(OI1(OC(C)=O)(OC(C)=O)OC(=O)C2C1=CC=CC=2)=O.C(OCC)(=O)C.S([O-])([O-])(=O)=S.[Na+].[Na+]. Product: [C:18]([C:14]1[CH:13]=[C:12]([N:8]2[C:7](=[O:21])[C:6]([CH2:22][C:23]3[CH:24]=[CH:25][C:26]([C:29]4[CH:34]=[CH:33][CH:32]=[CH:31][C:30]=4[C:35]4[NH:39][C:38](=[O:40])[O:37][N:36]=4)=[CH:27][CH:28]=3)=[C:5]([CH2:1][CH2:2][CH2:3][CH3:4])[N:10]=[C:9]2[CH3:11])[CH:17]=[CH:16][CH:15]=1)(=[O:20])[CH3:19]. The catalyst class is: 47. (2) Reactant: NC1C=CNN=1.O/[CH:8]=[C:9]1\[C:10](=[O:18])[NH:11][C:12]2[C:17]\1=[CH:16][CH:15]=[CH:14][CH:13]=2.[C:19]([C:23]1[NH:27][N:26]=[C:25]([NH2:28])[CH:24]=1)([CH3:22])([CH3:21])[CH3:20]. Product: [C:19]([C:23]1[NH:27][N:26]=[C:25]([NH:28][CH:8]=[C:9]2[C:17]3[C:12](=[CH:13][CH:14]=[CH:15][CH:16]=3)[NH:11][C:10]2=[O:18])[CH:24]=1)([CH3:22])([CH3:21])[CH3:20]. The catalyst class is: 7. (3) Reactant: [CH2:1]([O:3][CH:4]([O:11][CH2:12][CH3:13])[CH2:5][C:6]([O:8]CC)=[O:7])[CH3:2].[OH-].[Na+].Cl. Product: [CH2:12]([O:11][CH:4]([O:3][CH2:1][CH3:2])[CH2:5][C:6]([OH:8])=[O:7])[CH3:13]. The catalyst class is: 6. (4) Reactant: [F:1][C:2]([F:9])([F:8])[C:3]1[CH:4]=[N:5][NH:6][CH:7]=1.Cl[CH2:11][C:12]([N:14]1[CH2:19][CH2:18][CH2:17][C:16]2[N:20]([C:23]3[CH:28]=[CH:27][C:26]([F:29])=[CH:25][CH:24]=3)[N:21]=[CH:22][C:15]1=2)=[O:13].C([O-])([O-])=O.[K+].[K+]. Product: [F:29][C:26]1[CH:27]=[CH:28][C:23]([N:20]2[C:16]3[CH2:17][CH2:18][CH2:19][N:14]([C:12](=[O:13])[CH2:11][N:5]4[CH:4]=[C:3]([C:2]([F:9])([F:8])[F:1])[CH:7]=[N:6]4)[C:15]=3[CH:22]=[N:21]2)=[CH:24][CH:25]=1. The catalyst class is: 118. (5) Reactant: [NH2:1][C:2]12[CH2:9][CH2:8][C:5]([C:10]3[NH:18][C:17]4[C:16](=[O:19])[N:15]([CH2:20][CH2:21][CH3:22])[C:14](=[O:23])[N:13]([CH2:24][CH2:25][CH3:26])[C:12]=4[N:11]=3)([CH2:6][CH2:7]1)[CH2:4][CH2:3]2.[CH3:27][S:28](Cl)(=[O:30])=[O:29]. Product: [O:23]=[C:14]1[N:13]([CH2:24][CH2:25][CH3:26])[C:12]2[N:11]=[C:10]([C:5]34[CH2:8][CH2:9][C:2]([NH:1][S:28]([CH3:27])(=[O:30])=[O:29])([CH2:7][CH2:6]3)[CH2:3][CH2:4]4)[NH:18][C:17]=2[C:16](=[O:19])[N:15]1[CH2:20][CH2:21][CH3:22]. The catalyst class is: 436. (6) Reactant: Br[C:2]1[CH:3]=[C:4]([C:8]2[C:16]3[C:11](=[N:12][C:13]([NH:17][CH2:18][CH2:19][N:20]4[CH2:25][CH2:24][O:23][CH2:22][CH2:21]4)=[N:14][CH:15]=3)[N:10]([CH2:26][O:27][CH2:28][CH2:29][Si:30]([CH3:33])([CH3:32])[CH3:31])[N:9]=2)[CH:5]=[CH:6][CH:7]=1.[C:34]([O:38][C:39](=[O:51])[NH:40][CH2:41][CH2:42][CH:43]([NH2:50])[C:44]1[CH:49]=[CH:48][CH:47]=[CH:46][CH:45]=1)([CH3:37])([CH3:36])[CH3:35].CN(C1C(C2C(P(C3CCCCC3)C3CCCCC3)=CC=CC=2)=CC=CC=1)C.C([O-])([O-])=O.[K+].[K+]. Product: [C:34]([O:38][C:39](=[O:51])[NH:40][CH2:41][CH2:42][CH:43]([NH:50][C:2]1[CH:7]=[CH:6][CH:5]=[C:4]([C:8]2[C:16]3[C:11](=[N:12][C:13]([NH:17][CH2:18][CH2:19][N:20]4[CH2:25][CH2:24][O:23][CH2:22][CH2:21]4)=[N:14][CH:15]=3)[N:10]([CH2:26][O:27][CH2:28][CH2:29][Si:30]([CH3:33])([CH3:32])[CH3:31])[N:9]=2)[CH:3]=1)[C:44]1[CH:49]=[CH:48][CH:47]=[CH:46][CH:45]=1)([CH3:37])([CH3:35])[CH3:36]. The catalyst class is: 102. (7) Reactant: [CH3:1][C:2]1[CH:3]=[C:4]([C:33]2[CH:34]=[C:35]([CH:40]=[CH:41][CH:42]=2)[C:36]([O:38][CH3:39])=[O:37])[CH:5]=[CH:6][C:7]=1[O:8][C@@H:9]1[C@:14]([O:16]C(=O)C)([CH3:15])[C@@H:13]([O:20]C(=O)C)[C@H:12]([O:24]C(=O)C)[C@@H:11]([CH2:28][O:29]C(=O)C)[O:10]1.C[O-].[Na+]. Product: [CH3:1][C:2]1[CH:3]=[C:4]([C:33]2[CH:34]=[C:35]([CH:40]=[CH:41][CH:42]=2)[C:36]([O:38][CH3:39])=[O:37])[CH:5]=[CH:6][C:7]=1[O:8][C@@H:9]1[C@:14]([OH:16])([CH3:15])[C@@H:13]([OH:20])[C@H:12]([OH:24])[C@@H:11]([CH2:28][OH:29])[O:10]1. The catalyst class is: 5.